This data is from Catalyst prediction with 721,799 reactions and 888 catalyst types from USPTO. The task is: Predict which catalyst facilitates the given reaction. Reactant: [Li].[Cl:2][C:3]1[CH:8]=[C:7]([F:9])[CH:6]=[CH:5][C:4]=1[C@H:10]1[C:15]([C:16]([O:18][C@H:19](C)C(OCC)=O)=[O:17])=[C:14]([CH2:26][N:27]2[CH2:32][CH2:31][O:30][CH2:29][CH2:28]2)[NH:13][C:12]([C:33]2[S:34][CH:35]=[CH:36][N:37]=2)=[N:11]1. Product: [Cl:2][C:3]1[CH:8]=[C:7]([F:9])[CH:6]=[CH:5][C:4]=1[C@H:10]1[C:15]([C:16]([O:18][CH3:19])=[O:17])=[C:14]([CH2:26][N:27]2[CH2:28][CH2:29][O:30][CH2:31][CH2:32]2)[NH:13][C:12]([C:33]2[S:34][CH:35]=[CH:36][N:37]=2)=[N:11]1. The catalyst class is: 5.